From a dataset of Buchwald-Hartwig C-N cross coupling reaction yields with 55,370 reactions. Predict the reaction yield, written as a fraction of the theoretical maximum amount of product (1.0 means a 100% yield; for example, 0.34 means a 34% yield). (1) The reactants are Brc1cccnc1.Cc1ccc(N)cc1.O=S(=O)(O[Pd]1c2ccccc2-c2ccccc2N~1)C(F)(F)F.CC(C)c1cc(C(C)C)c(-c2ccccc2P(C(C)(C)C)C(C)(C)C)c(C(C)C)c1.CN1CCCN2CCCN=C12.c1ccc(-c2ccon2)cc1. No catalyst specified. The product is Cc1ccc(Nc2cccnc2)cc1. The yield is 0.949. (2) The product is Cc1ccc(Nc2ccccn2)cc1. The yield is 0.175. The reactants are Ic1ccccn1.Cc1ccc(N)cc1.O=S(=O)(O[Pd]1c2ccccc2-c2ccccc2N~1)C(F)(F)F.COc1ccc(OC)c(P([C@]23C[C@H]4C[C@H](C[C@H](C4)C2)C3)[C@]23C[C@H]4C[C@H](C[C@H](C4)C2)C3)c1-c1c(C(C)C)cc(C(C)C)cc1C(C)C.CCN=P(N=P(N(C)C)(N(C)C)N(C)C)(N(C)C)N(C)C.CCOC(=O)c1ccon1. No catalyst specified. (3) The reactants are Ic1ccccn1.Cc1ccc(N)cc1.O=S(=O)(O[Pd]1c2ccccc2-c2ccccc2N~1)C(F)(F)F.CC(C)c1cc(C(C)C)c(-c2ccccc2P(C(C)(C)C)C(C)(C)C)c(C(C)C)c1.CN(C)C(=NC(C)(C)C)N(C)C.COC(=O)c1cc(-c2cccs2)on1. No catalyst specified. The product is Cc1ccc(Nc2ccccn2)cc1. The yield is 0.609. (4) The reactants are COc1ccc(Br)cc1.Cc1ccc(N)cc1.O=S(=O)(O[Pd]1c2ccccc2-c2ccccc2N~1)C(F)(F)F.CC(C)c1cc(C(C)C)c(-c2ccccc2P(C(C)(C)C)C(C)(C)C)c(C(C)C)c1.CN1CCCN2CCCN=C12.CCOC(=O)c1cc(OC)no1. No catalyst specified. The product is COc1ccc(Nc2ccc(C)cc2)cc1. The yield is 0.474. (5) The reactants are Ic1ccccn1.Cc1ccc(N)cc1.O=S(=O)(O[Pd]1c2ccccc2-c2ccccc2N~1)C(F)(F)F.CC(C)c1cc(C(C)C)c(-c2ccccc2P(C(C)(C)C)C(C)(C)C)c(C(C)C)c1.CCN=P(N=P(N(C)C)(N(C)C)N(C)C)(N(C)C)N(C)C.Cc1ccno1. No catalyst specified. The product is Cc1ccc(Nc2ccccn2)cc1. The yield is 0.403. (6) The reactants are Brc1ccccn1.Cc1ccc(N)cc1.O=S(=O)(O[Pd]1c2ccccc2-c2ccccc2N~1)C(F)(F)F.CC(C)c1cc(C(C)C)c(-c2ccccc2P(C2CCCCC2)C2CCCCC2)c(C(C)C)c1.CN1CCCN2CCCN=C12.c1ccc(-c2cnoc2)cc1. No catalyst specified. The product is Cc1ccc(Nc2ccccn2)cc1. The yield is 0.273.